Dataset: Peptide-MHC class II binding affinity with 134,281 pairs from IEDB. Task: Regression. Given a peptide amino acid sequence and an MHC pseudo amino acid sequence, predict their binding affinity value. This is MHC class II binding data. (1) The peptide sequence is INEPTAHAIAYGLDR. The MHC is HLA-DQA10102-DQB10602 with pseudo-sequence HLA-DQA10102-DQB10602. The binding affinity (normalized) is 0.384. (2) The peptide sequence is YDKFLVNVSTVLTGK. The MHC is DRB1_1101 with pseudo-sequence DRB1_1101. The binding affinity (normalized) is 0.884. (3) The peptide sequence is NSFQIEEFGTGVFTT. The MHC is HLA-DQA10201-DQB10303 with pseudo-sequence HLA-DQA10201-DQB10303. The binding affinity (normalized) is 0.340.